This data is from Full USPTO retrosynthesis dataset with 1.9M reactions from patents (1976-2016). The task is: Predict the reactants needed to synthesize the given product. (1) The reactants are: [O:1]1[CH:5]=[CH:4][CH:3]=[C:2]1[CH2:6][NH:7][C:8]1[N:13]=[C:12]2[C:14]([CH3:18])([CH3:17])[CH2:15][CH2:16][C:11]2=[CH:10][C:9]=1[C:19]([OH:21])=O.CC(C)[CH2:24][NH:25][CH:26]1[CH2:31][CH2:30][CH2:29][N:28]([C:32]([O:34][C:35]([CH3:38])([CH3:37])[CH3:36])=[O:33])[CH2:27]1.[CH:40](N(CC)C(C)C)(C)C.F[P-](F)(F)(F)(F)F.ClC(N(C)C)=[N+](C)C.Cl[CH2:65][CH2:66]Cl. Given the product [O:1]1[CH:5]=[CH:4][CH:3]=[C:2]1[CH2:6][NH:7][C:8]1[N:13]=[C:12]2[C:14]([CH3:17])([CH3:18])[CH2:15][CH2:16][C:11]2=[CH:10][C:9]=1[C:19]([N:25]([CH2:24][CH:65]([CH3:66])[CH3:40])[CH:26]1[CH2:31][CH2:30][CH2:29][N:28]([C:32]([O:34][C:35]([CH3:37])([CH3:36])[CH3:38])=[O:33])[CH2:27]1)=[O:21], predict the reactants needed to synthesize it. (2) Given the product [Cl:1][C:2]1[CH:10]=[CH:9][C:8]([CH3:11])=[CH:7][C:3]=1[C:4]([NH:27][CH2:26][C:16]1([C:19]2[CH:20]=[N:21][C:22]([F:25])=[CH:23][CH:24]=2)[CH2:17][CH2:18][C:13]([F:12])([F:28])[CH2:14][CH2:15]1)=[O:6], predict the reactants needed to synthesize it. The reactants are: [Cl:1][C:2]1[CH:10]=[CH:9][C:8]([CH3:11])=[CH:7][C:3]=1[C:4]([OH:6])=O.[F:12][C:13]1([F:28])[CH2:18][CH2:17][C:16]([CH2:26][NH2:27])([C:19]2[CH:20]=[N:21][C:22]([F:25])=[CH:23][CH:24]=2)[CH2:15][CH2:14]1.